Dataset: Reaction yield outcomes from USPTO patents with 853,638 reactions. Task: Predict the reaction yield, written as a fraction of the theoretical maximum amount of product (1.0 means a 100% yield; for example, 0.34 means a 34% yield). (1) The reactants are B(Br)(Br)Br.ClCCl.[Cl:8][C:9]1[CH:10]=[CH:11][C:12]([O:23]C)=[C:13]([CH:22]=1)[CH:14]=[CH:15][C:16]1[CH:21]=[CH:20][CH:19]=[CH:18][CH:17]=1. The catalyst is ClCCl.C(OCC)(=O)C. The product is [Cl:8][C:9]1[CH:10]=[CH:11][C:12]([OH:23])=[C:13]([CH:14]=[CH:15][C:16]2[CH:17]=[CH:18][CH:19]=[CH:20][CH:21]=2)[CH:22]=1. The yield is 0.454. (2) The catalyst is C1C=CC(/C=C/C(/C=C/C2C=CC=CC=2)=O)=CC=1.C1C=CC(/C=C/C(/C=C/C2C=CC=CC=2)=O)=CC=1.[Pd].C1(C)C=CC=CC=1. The product is [C:14]1([C:15]2[C:22]3[C:27](=[CH:26][CH:25]=[CH:24][CH:23]=3)[C:8]([C:4]3[CH:3]=[C:2]([N:39]4[C:40]5[CH:28]=[CH:29][CH:30]=[CH:31][C:32]=5[C:33]5[C:38]4=[CH:37][CH:36]=[CH:35][CH:34]=5)[CH:7]=[CH:6][CH:5]=3)=[C:21]3[C:16]=2[CH:17]=[CH:18][CH:19]=[CH:20]3)[CH:9]=[CH:10][CH:11]=[CH:12][CH:13]=1. The yield is 0.710. The reactants are Br[C:2]1[CH:3]=[C:4]([C:8]2[C:9]3[C:14]([C:15]([C:22]4[CH:27]=[CH:26][CH:25]=[CH:24][CH:23]=4)=[C:16]4[C:21]=2[CH:20]=[CH:19][CH:18]=[CH:17]4)=[CH:13][CH:12]=[CH:11][CH:10]=3)[CH:5]=[CH:6][CH:7]=1.[CH:28]1[C:40]2[NH:39][C:38]3[C:33](=[CH:34][CH:35]=[CH:36][CH:37]=3)[C:32]=2[CH:31]=[CH:30][CH:29]=1.CC(C)([O-])C.[Na+].C(P(C(C)(C)C)C(C)(C)C)(C)(C)C. (3) The reactants are [NH:1]1[C:9]2[C:4](=[N:5][CH:6]=[CH:7][CH:8]=2)[C:3]([CH:10]=O)=[CH:2]1.[C:12]([O:18][CH2:19]C(C)(C)C)(=[O:17])[CH2:13][C:14]([O-:16])=[O:15].N1[CH2:29][CH2:28][CH2:27]CC1.[C:30](O)(=O)C. The catalyst is C(#N)C. The product is [CH3:19][O:18][C:12](=[O:17])[C:13](=[CH:10][C:3]1[C:4]2=[N:5][CH:6]=[CH:7][CH:8]=[C:9]2[NH:1][CH:2]=1)[C:14]([O:16][C:28]([CH3:27])([CH3:29])[CH3:30])=[O:15]. The yield is 0.570.